From a dataset of Reaction yield outcomes from USPTO patents with 853,638 reactions. Predict the reaction yield, written as a fraction of the theoretical maximum amount of product (1.0 means a 100% yield; for example, 0.34 means a 34% yield). The reactants are [I:1]N1C(=O)CCC1=O.[F:9][C:10]([F:19])([F:18])[C:11]1[CH:16]=[CH:15][C:14]([OH:17])=[CH:13][CH:12]=1.S(=O)(=O)(O)O. The catalyst is C(O)(=O)C.O. The product is [I:1][C:13]1[CH:12]=[C:11]([C:10]([F:18])([F:19])[F:9])[CH:16]=[CH:15][C:14]=1[OH:17]. The yield is 0.630.